From a dataset of Full USPTO retrosynthesis dataset with 1.9M reactions from patents (1976-2016). Predict the reactants needed to synthesize the given product. (1) Given the product [CH3:15][C:16]1[NH:17][C:18]([CH3:28])=[CH:19][C:20]=1[C:21]1[CH:26]=[CH:25][CH:24]=[C:23]([C:5]2[C:6]3[C:11](=[CH:10][CH:9]=[CH:8][CH:7]=3)[C:2]([F:1])=[CH:3][CH:4]=2)[N:22]=1, predict the reactants needed to synthesize it. The reactants are: [F:1][C:2]1[C:11]2[C:6](=[CH:7][CH:8]=[CH:9][CH:10]=2)[C:5](B(O)O)=[CH:4][CH:3]=1.[CH3:15][C:16]1[NH:17][C:18]([CH3:28])=[CH:19][C:20]=1[C:21]1[CH:26]=[CH:25][CH:24]=[C:23](Br)[N:22]=1.C(=O)([O-])[O-].[Na+].[Na+].C(O)C. (2) Given the product [CH2:36]([N:21]([CH2:19][CH3:20])[CH2:22][CH2:23][NH:24][C:25]([C:27]1[C:31]([CH3:32])=[C:30]([CH:33]=[C:11]2[C:10]3[C:14](=[CH:15][CH:16]=[CH:17][C:9]=3[C:6]3[CH:7]=[CH:8][C:3]([O:2][CH3:1])=[CH:4][CH:5]=3)[NH:13][C:12]2=[O:18])[NH:29][C:28]=1[CH3:35])=[O:26])[CH3:37], predict the reactants needed to synthesize it. The reactants are: [CH3:1][O:2][C:3]1[CH:8]=[CH:7][C:6]([C:9]2[CH:17]=[CH:16][CH:15]=[C:14]3[C:10]=2[CH2:11][C:12](=[O:18])[NH:13]3)=[CH:5][CH:4]=1.[CH2:19]([N:21]([CH2:36][CH3:37])[CH2:22][CH2:23][NH:24][C:25]([C:27]1[C:31]([CH3:32])=[C:30]([CH:33]=O)[NH:29][C:28]=1[CH3:35])=[O:26])[CH3:20].